Dataset: Peptide-MHC class I binding affinity with 185,985 pairs from IEDB/IMGT. Task: Regression. Given a peptide amino acid sequence and an MHC pseudo amino acid sequence, predict their binding affinity value. This is MHC class I binding data. The peptide sequence is HSNLNDATY. The MHC is HLA-A31:01 with pseudo-sequence HLA-A31:01. The binding affinity (normalized) is 0.0847.